Dataset: Full USPTO retrosynthesis dataset with 1.9M reactions from patents (1976-2016). Task: Predict the reactants needed to synthesize the given product. Given the product [CH3:1][C:2]1[CH:7]=[C:6]([C:8]([Cl:21])=[O:9])[CH:5]=[CH:4][C:3]=1[C:11]1[CH:16]=[CH:15][CH:14]=[CH:13][C:12]=1[CH3:17], predict the reactants needed to synthesize it. The reactants are: [CH3:1][C:2]1[CH:7]=[C:6]([C:8](O)=[O:9])[CH:5]=[CH:4][C:3]=1[C:11]1[CH:16]=[CH:15][CH:14]=[CH:13][C:12]=1[CH3:17].C(Cl)(=O)C([Cl:21])=O.CN(C=O)C.